From a dataset of Catalyst prediction with 721,799 reactions and 888 catalyst types from USPTO. Predict which catalyst facilitates the given reaction. (1) The catalyst class is: 743. Product: [CH2:10]([C:9]1([C:6]2[CH:7]=[CH:8][C:3]([O:2][CH3:1])=[CH:4][CH:5]=2)[O:15][CH2:14][CH2:13][O:12]1)[CH3:11]. Reactant: [CH3:1][O:2][C:3]1[CH:8]=[CH:7][C:6]([C:9](=[O:12])[CH2:10][CH3:11])=[CH:5][CH:4]=1.[CH2:13](O)[CH2:14][OH:15]. (2) Reactant: [Br:1][C:2]1[CH:3]=[C:4]([CH2:20][OH:21])[CH:5]=[C:6]([O:8][CH2:9][C:10]2[CH:15]=[CH:14][C:13]([C:16]([F:19])([F:18])[F:17])=[CH:12][CH:11]=2)[CH:7]=1.C(N(CC)CC)C.[CH3:29][S:30](Cl)(=[O:32])=[O:31].O. Product: [CH3:29][S:30]([O:21][CH2:20][C:4]1[CH:5]=[C:6]([O:8][CH2:9][C:10]2[CH:11]=[CH:12][C:13]([C:16]([F:18])([F:19])[F:17])=[CH:14][CH:15]=2)[CH:7]=[C:2]([Br:1])[CH:3]=1)(=[O:32])=[O:31]. The catalyst class is: 2. (3) Product: [CH2:16]1[C:25]2[C:20](=[CH:21][CH:22]=[CH:23][CH:24]=2)[CH2:19][CH:18]([C:26]([O:28][CH2:1][CH3:2])=[O:27])[NH:17]1. Reactant: [C:1]12(CS(O)(=O)=O)C(C)(C)C(CC1)C[C:2]2=O.[CH2:16]1[C:25]2[C:20](=[CH:21][CH:22]=[CH:23][CH:24]=2)[CH2:19][CH:18]([C:26]([OH:28])=[O:27])[NH:17]1. The catalyst class is: 361.